This data is from Full USPTO retrosynthesis dataset with 1.9M reactions from patents (1976-2016). The task is: Predict the reactants needed to synthesize the given product. (1) The reactants are: Cl.[N:2]1[N:3]([CH2:7][C:8]([OH:10])=O)[N:4]=[CH:5][CH:6]=1.[Cl:11][C:12]1[CH:40]=[CH:39][CH:38]=[CH:37][C:13]=1[CH2:14][C@H:15]1[CH2:19][NH:18][C@H:17]([C:20]([NH:22][C:23]2[CH:28]=[CH:27][C:26]([O:29][C:30]3[CH:35]=[CH:34][C:33]([F:36])=[CH:32][CH:31]=3)=[CH:25][CH:24]=2)=[O:21])[CH2:16]1. Given the product [N:4]1[N:3]([CH2:7][C:8]([N:18]2[CH2:19][C@H:15]([CH2:14][C:13]3[CH:37]=[CH:38][CH:39]=[CH:40][C:12]=3[Cl:11])[CH2:16][C@H:17]2[C:20]([NH:22][C:23]2[CH:28]=[CH:27][C:26]([O:29][C:30]3[CH:31]=[CH:32][C:33]([F:36])=[CH:34][CH:35]=3)=[CH:25][CH:24]=2)=[O:21])=[O:10])[N:2]=[CH:6][CH:5]=1, predict the reactants needed to synthesize it. (2) Given the product [CH3:27][N:25]1[CH:24]=[N:23][C:21]([C:19]2[CH:18]=[CH:17][C:16]3[CH:11]([CH2:10][CH2:9][OH:8])[O:12][CH2:13][CH2:14][C:15]=3[CH:20]=2)=[N:29]1, predict the reactants needed to synthesize it. The reactants are: [Si]([O:8][CH2:9][CH2:10][CH:11]1[C:16]2[CH:17]=[CH:18][C:19]([C:21](/[N:23]=[CH:24]\[N:25]([CH3:27])C)=O)=[CH:20][C:15]=2[CH2:14][CH2:13][O:12]1)(C(C)(C)C)(C)C.C[NH:29]N.C(O)(=O)C.O. (3) The reactants are: [CH3:1][CH2:2][O:3][C:4]([C@@H:6]1[CH2:10][C@@H:9]([OH:11])[CH2:8][N:7]1[C:12]([O:14][C:15]([CH3:18])([CH3:17])[CH3:16])=[O:13])=[O:5].[C:19]1([CH3:29])[CH:24]=[CH:23][C:22]([S:25](Cl)(=[O:27])=[O:26])=[CH:21][CH:20]=1. Given the product [CH3:1][CH2:2][O:3][C:4]([C@@H:6]1[CH2:10][C@@H:9]([O:11][S:25]([C:22]2[CH:23]=[CH:24][C:19]([CH3:29])=[CH:20][CH:21]=2)(=[O:27])=[O:26])[CH2:8][N:7]1[C:12]([O:14][C:15]([CH3:17])([CH3:16])[CH3:18])=[O:13])=[O:5], predict the reactants needed to synthesize it.